Dataset: Reaction yield outcomes from USPTO patents with 853,638 reactions. Task: Predict the reaction yield, written as a fraction of the theoretical maximum amount of product (1.0 means a 100% yield; for example, 0.34 means a 34% yield). (1) The reactants are [F:1][C:2]1[CH:7]=[CH:6][C:5]([CH2:8][C:9]2[CH:18]=[C:17]3[C:12]([C:13]([OH:32])=[C:14]([C:28]([O:30]C)=O)[C:15](=[O:27])[N:16]3[C:19]3[CH:24]=[CH:23][C:22]([O:25][CH3:26])=[CH:21][CH:20]=3)=[N:11][CH:10]=2)=[CH:4][CH:3]=1.[CH3:33][NH2:34]. No catalyst specified. The yield is 0.970. The product is [F:1][C:2]1[CH:3]=[CH:4][C:5]([CH2:8][C:9]2[CH:18]=[C:17]3[C:12]([C:13]([OH:32])=[C:14]([C:28]([NH:34][CH3:33])=[O:30])[C:15](=[O:27])[N:16]3[C:19]3[CH:24]=[CH:23][C:22]([O:25][CH3:26])=[CH:21][CH:20]=3)=[N:11][CH:10]=2)=[CH:6][CH:7]=1. (2) The reactants are [F:1][C:2]1[CH:10]=[C:9]([F:11])[CH:8]=[C:7]([F:12])[C:3]=1[C:4](Cl)=[O:5].[Al+3].[Cl-].[Cl-].[Cl-].[NH:17]1[CH:21]=[CH:20][CH:19]=[C:18]1[C:22]([OH:24])=[O:23].Cl. The catalyst is C(Cl)Cl. The product is [F:1][C:2]1[CH:10]=[C:9]([F:11])[CH:8]=[C:7]([F:12])[C:3]=1[C:4]([C:20]1[CH:19]=[C:18]([C:22]([OH:24])=[O:23])[NH:17][CH:21]=1)=[O:5]. The yield is 0.970. (3) The reactants are [OH:1][CH2:2][C:3]1[CH:8]=[CH:7][C:6]([C:9]2[CH:13]=[C:12]([C:14]([NH2:16])=[O:15])[O:11][N:10]=2)=[CH:5][CH:4]=1.CC(OI1(OC(C)=O)(OC(C)=O)OC(=O)C2C=CC=CC1=2)=O.O. The catalyst is CS(C)=O. The product is [CH:2]([C:3]1[CH:4]=[CH:5][C:6]([C:9]2[CH:13]=[C:12]([C:14]([NH2:16])=[O:15])[O:11][N:10]=2)=[CH:7][CH:8]=1)=[O:1]. The yield is 0.500. (4) The reactants are [N:1]([O-])=O.[Na+].[F:5][C:6]1[C:7]([CH3:13])=[C:8]([CH:10]=[CH:11][CH:12]=1)[NH2:9].[Sn](Cl)[Cl:15].[OH-].[Na+]. The catalyst is O.Cl. The product is [ClH:15].[F:5][C:6]1[C:7]([CH3:13])=[C:8]([NH:9][NH2:1])[CH:10]=[CH:11][CH:12]=1. The yield is 0.590. (5) The reactants are [NH2:1][C@H:2]([C:7]([OH:9])=[O:8])[CH2:3][C:4](=[O:6])[NH2:5].[CH:10](=O)[CH2:11][CH2:12][CH2:13][CH2:14][CH2:15][CH2:16][CH2:17][CH2:18][CH2:19][CH2:20][CH3:21].[C:23](Cl)(=[O:41])[CH2:24][CH2:25][CH2:26][CH2:27][CH2:28][CH2:29][CH2:30][CH2:31][CH2:32][CH2:33][CH2:34][CH2:35][CH2:36][CH2:37][CH2:38][CH2:39][CH3:40]. No catalyst specified. The product is [O:6]=[C:4]1[NH:5][CH:21]([CH2:20][CH2:19][CH2:18][CH2:17][CH2:16][CH2:15][CH2:14][CH2:13][CH2:12][CH2:11][CH3:10])[N:1]([C:23](=[O:41])[CH2:24][CH2:25][CH2:26][CH2:27][CH2:28][CH2:29][CH2:30][CH2:31][CH2:32][CH2:33][CH2:34][CH2:35][CH2:36][CH2:37][CH2:38][CH2:39][CH3:40])[CH:2]([C:7]([OH:9])=[O:8])[CH2:3]1. The yield is 0.810. (6) The reactants are [C:1](OCC)(=[S:5])[C:2]([NH2:4])=O.BrC[C:11](=O)[C:12](C)([CH3:14])[CH3:13].[Na].[BH4-].[Na+].[CH2:20]([OH:22])[CH3:21]. The product is [C:12]([C:2]1[N:4]=[C:21]([CH2:20][OH:22])[S:5][CH:1]=1)([CH3:14])([CH3:13])[CH3:11]. No catalyst specified. The yield is 0.440. (7) The reactants are C(OC(=O)[NH:10][CH2:11][CH2:12][CH2:13][CH2:14][C:15]1[CH:20]=[CH:19][C:18]([O:21][CH2:22][C:23](=[O:27])[N:24]([CH3:26])[CH3:25])=[CH:17][CH:16]=1)C1C=CC=CC=1. The catalyst is C(O)C.[Pd]. The product is [NH2:10][CH2:11][CH2:12][CH2:13][CH2:14][C:15]1[CH:20]=[CH:19][C:18]([O:21][CH2:22][C:23]([N:24]([CH3:25])[CH3:26])=[O:27])=[CH:17][CH:16]=1. The yield is 0.600. (8) The reactants are [N+](=CC(OCC)=O)=[N-].O[C@@H]1CC[C@@]2(C)[C@H](C[C@@H](O)[C@@H]3[C@@H]2CC[C@@]2(C)[C@H]3CC[C@@H]2[C@H](C)CCC(OC)=O)C1.[CH3:38][C@@H:39]([CH2:43][C@H:44]([C@@H:46]1[C@:63]2([CH3:64])[C@H:49]([C@H:50]3[C@H:60]([CH2:61][C@@H:62]2O)[C@:58]2([CH3:59])[C@@H:53]([CH2:54][C@H:55]([OH:66])[CH2:56][CH2:57]2)[C@@H:52](CC)[C@H:51]3[OH:69])[CH2:48][CH2:47]1)[CH3:45])[C:40]([O-:42])=[O:41].[OH-].[Na+].Cl. The catalyst is C(Cl)Cl.CCO.C([O-])(=O)C.C([O-])(=O)C.C([O-])(=O)C.C([O-])(=O)C.[Rh+2].[Rh+2].O. The product is [OH:66][C@@H:55]1[CH2:56][CH2:57][C@@:58]2([CH3:59])[C@H:53]([CH2:52][C@@H:51]([OH:69])[C@@H:50]3[C@@H:60]2[CH2:61][CH2:62][C@@:63]2([CH3:64])[C@H:49]3[CH2:48][CH2:47][C@@H:46]2[C@H:44]([CH3:45])[C@@H:43]2[CH2:38][C@@H:39]2[C:40]([OH:42])=[O:41])[CH2:54]1.[OH:66][C@@H:55]1[CH2:56][CH2:57][C@@:58]2([CH3:59])[C@H:53]([CH2:52][C@@H:51]([OH:69])[C@@H:50]3[C@@H:60]2[CH2:61][CH2:62][C@@:63]2([CH3:64])[C@H:49]3[CH2:48][CH2:47][C@@H:46]2[C@H:44]([CH3:45])[C@H:43]2[CH2:38][C@H:39]2[C:40]([OH:42])=[O:41])[CH2:54]1. The yield is 0.150.